Dataset: HIV replication inhibition screening data with 41,000+ compounds from the AIDS Antiviral Screen. Task: Binary Classification. Given a drug SMILES string, predict its activity (active/inactive) in a high-throughput screening assay against a specified biological target. (1) The compound is COc1cc([N+](=O)[O-])ccc1C(=O)Nc1c2ccccc2nc2ccccc12. The result is 0 (inactive). (2) The molecule is O=S1(=O)CC2(N3CCOCC3)CCCC21. The result is 0 (inactive). (3) The compound is NC(=O)c1nnc2cc(F)ccc2c1N. The result is 0 (inactive).